This data is from NCI-60 drug combinations with 297,098 pairs across 59 cell lines. The task is: Regression. Given two drug SMILES strings and cell line genomic features, predict the synergy score measuring deviation from expected non-interaction effect. (1) Drug 1: C1=CC(=CC=C1C#N)C(C2=CC=C(C=C2)C#N)N3C=NC=N3. Drug 2: N.N.Cl[Pt+2]Cl. Cell line: A498. Synergy scores: CSS=25.0, Synergy_ZIP=-2.97, Synergy_Bliss=-0.607, Synergy_Loewe=-2.39, Synergy_HSA=-2.15. (2) Drug 1: CN1CCC(CC1)COC2=C(C=C3C(=C2)N=CN=C3NC4=C(C=C(C=C4)Br)F)OC. Drug 2: C1=CC(=C2C(=C1NCCNCCO)C(=O)C3=C(C=CC(=C3C2=O)O)O)NCCNCCO. Cell line: NCIH23. Synergy scores: CSS=63.3, Synergy_ZIP=9.60, Synergy_Bliss=7.33, Synergy_Loewe=-18.0, Synergy_HSA=8.67. (3) Drug 1: C1=CN(C(=O)N=C1N)C2C(C(C(O2)CO)O)O.Cl. Drug 2: C1CC(C1)(C(=O)O)C(=O)O.[NH2-].[NH2-].[Pt+2]. Cell line: SW-620. Synergy scores: CSS=36.4, Synergy_ZIP=0.228, Synergy_Bliss=0.00947, Synergy_Loewe=-36.7, Synergy_HSA=0.188.